This data is from TCR-epitope binding with 47,182 pairs between 192 epitopes and 23,139 TCRs. The task is: Binary Classification. Given a T-cell receptor sequence (or CDR3 region) and an epitope sequence, predict whether binding occurs between them. (1) The epitope is VLWAHGFEL. The TCR CDR3 sequence is CASSPGQDLNNEQFF. Result: 1 (the TCR binds to the epitope). (2) The epitope is HTTDPSFLGRY. The TCR CDR3 sequence is CASSTASAPETQYF. Result: 0 (the TCR does not bind to the epitope). (3) The epitope is VTEHDTLLY. The TCR CDR3 sequence is CATHELNTGELFF. Result: 0 (the TCR does not bind to the epitope). (4) The epitope is KPLEFGATSAAL. Result: 1 (the TCR binds to the epitope). The TCR CDR3 sequence is CASREGQGSPDTQYF. (5) The epitope is YLDAYNMMI. The TCR CDR3 sequence is CASSQALLLAGGPGLNAGELFF. Result: 1 (the TCR binds to the epitope).